From a dataset of NCI-60 drug combinations with 297,098 pairs across 59 cell lines. Regression. Given two drug SMILES strings and cell line genomic features, predict the synergy score measuring deviation from expected non-interaction effect. (1) Drug 1: CC1=CC=C(C=C1)C2=CC(=NN2C3=CC=C(C=C3)S(=O)(=O)N)C(F)(F)F. Drug 2: CC(C)(C#N)C1=CC(=CC(=C1)CN2C=NC=N2)C(C)(C)C#N. Cell line: NCI-H460. Synergy scores: CSS=-3.28, Synergy_ZIP=4.45, Synergy_Bliss=-5.34, Synergy_Loewe=-4.19, Synergy_HSA=-5.13. (2) Drug 1: CC=C1C(=O)NC(C(=O)OC2CC(=O)NC(C(=O)NC(CSSCCC=C2)C(=O)N1)C(C)C)C(C)C. Drug 2: C1=CC=C(C=C1)NC(=O)CCCCCCC(=O)NO. Cell line: SN12C. Synergy scores: CSS=59.0, Synergy_ZIP=-1.13, Synergy_Bliss=0.871, Synergy_Loewe=-31.4, Synergy_HSA=2.97. (3) Drug 1: CC1=CC=C(C=C1)C2=CC(=NN2C3=CC=C(C=C3)S(=O)(=O)N)C(F)(F)F. Drug 2: C(CC(=O)O)C(=O)CN.Cl. Cell line: SF-539. Synergy scores: CSS=-2.88, Synergy_ZIP=1.20, Synergy_Bliss=0.726, Synergy_Loewe=-5.20, Synergy_HSA=-4.61. (4) Drug 1: CC1=C2C(C(=O)C3(C(CC4C(C3C(C(C2(C)C)(CC1OC(=O)C(C(C5=CC=CC=C5)NC(=O)OC(C)(C)C)O)O)OC(=O)C6=CC=CC=C6)(CO4)OC(=O)C)O)C)O. Drug 2: CCN(CC)CCCC(C)NC1=C2C=C(C=CC2=NC3=C1C=CC(=C3)Cl)OC. Cell line: MALME-3M. Synergy scores: CSS=18.3, Synergy_ZIP=-1.48, Synergy_Bliss=3.12, Synergy_Loewe=-8.40, Synergy_HSA=1.94. (5) Drug 1: C1=NC2=C(N1)C(=S)N=CN2. Drug 2: C1CC(=O)NC(=O)C1N2C(=O)C3=CC=CC=C3C2=O. Cell line: SF-295. Synergy scores: CSS=38.2, Synergy_ZIP=2.18, Synergy_Bliss=3.30, Synergy_Loewe=-14.9, Synergy_HSA=0.293.